This data is from Catalyst prediction with 721,799 reactions and 888 catalyst types from USPTO. The task is: Predict which catalyst facilitates the given reaction. (1) Reactant: [F:1][C:2]1[CH:10]=[C:9]2[C:5]([CH:6]([CH2:12][CH2:13][CH2:14][CH2:15]OS(C)(=O)=O)[C:7](=[O:11])[NH:8]2)=[CH:4][CH:3]=1.[N:21]1[CH:26]=[CH:25][CH:24]=[CH:23][C:22]=1[N:27]1[CH2:32][CH2:31][NH:30][CH2:29][CH2:28]1. Product: [F:1][C:2]1[CH:10]=[C:9]2[C:5]([CH:6]([CH2:12][CH2:13][CH2:14][CH2:15][N:30]3[CH2:31][CH2:32][N:27]([C:22]4[CH:23]=[CH:24][CH:25]=[CH:26][N:21]=4)[CH2:28][CH2:29]3)[C:7](=[O:11])[NH:8]2)=[CH:4][CH:3]=1. The catalyst class is: 195. (2) Reactant: [CH3:1][O:2][C:3]1[CH:4]=[C:5]2[C:9](=[CH:10][CH:11]=1)[NH:8][C:7]([CH3:12])=[C:6]2[CH2:13][C:14]([OH:16])=O.C1CN([P+](ON2N=NC3C=CC=CC2=3)(N2CCCC2)N2CCCC2)CC1.F[P-](F)(F)(F)(F)F.Cl.[CH3:51][NH:52][C@@H:53]([CH2:74][CH2:75][CH2:76][CH2:77][CH2:78][C:79](=[O:81])[CH3:80])[C:54]([NH:56][CH2:57][CH2:58][C:59]1[C:67]2[C:62](=[CH:63][CH:64]=[CH:65][CH:66]=2)[NH:61][C:60]=1[C:68]1[CH:73]=[CH:72][CH:71]=[CH:70][CH:69]=1)=[O:55].CCN(C(C)C)C(C)C. Product: [CH3:1][O:2][C:3]1[CH:4]=[C:5]2[C:9](=[CH:10][CH:11]=1)[NH:8][C:7]([CH3:12])=[C:6]2[CH2:13][C:14]([N:52]([CH3:51])[C@@H:53]([CH2:74][CH2:75][CH2:76][CH2:77][CH2:78][C:79](=[O:81])[CH3:80])[C:54]([NH:56][CH2:57][CH2:58][C:59]1[C:67]2[C:62](=[CH:63][CH:64]=[CH:65][CH:66]=2)[NH:61][C:60]=1[C:68]1[CH:73]=[CH:72][CH:71]=[CH:70][CH:69]=1)=[O:55])=[O:16]. The catalyst class is: 3. (3) Reactant: [CH2:1]([O:8][C:9]1[CH:14]=[C:13](Br)[C:12]([CH3:16])=[CH:11][C:10]=1[O:17][CH3:18])[C:2]1[CH:7]=[CH:6][CH:5]=[CH:4][CH:3]=1.[Li]C(C)(C)C.[CH2:24]([O:31][C:32]1[CH:33]=[C:34]2[C:39](=[CH:40][C:41]=1[O:42][CH3:43])[CH:38]=[N:37][CH2:36][CH2:35]2)[C:25]1[CH:30]=[CH:29][CH:28]=[CH:27][CH:26]=1. Product: [CH2:24]([O:31][C:32]1[CH:33]=[C:34]2[C:39](=[CH:40][C:41]=1[O:42][CH3:43])[CH:38]([C:13]1[CH:14]=[C:9]([O:8][CH2:1][C:2]3[CH:7]=[CH:6][CH:5]=[CH:4][CH:3]=3)[C:10]([O:17][CH3:18])=[CH:11][C:12]=1[CH3:16])[NH:37][CH2:36][CH2:35]2)[C:25]1[CH:30]=[CH:29][CH:28]=[CH:27][CH:26]=1. The catalyst class is: 1.